The task is: Regression. Given two drug SMILES strings and cell line genomic features, predict the synergy score measuring deviation from expected non-interaction effect.. This data is from NCI-60 drug combinations with 297,098 pairs across 59 cell lines. (1) Drug 1: CC1=C(C=C(C=C1)NC2=NC=CC(=N2)N(C)C3=CC4=NN(C(=C4C=C3)C)C)S(=O)(=O)N.Cl. Drug 2: CC1=C(C(=CC=C1)Cl)NC(=O)C2=CN=C(S2)NC3=CC(=NC(=N3)C)N4CCN(CC4)CCO. Cell line: MCF7. Synergy scores: CSS=3.53, Synergy_ZIP=0.717, Synergy_Bliss=1.52, Synergy_Loewe=-5.92, Synergy_HSA=-1.35. (2) Drug 1: CCC(=C(C1=CC=CC=C1)C2=CC=C(C=C2)OCCN(C)C)C3=CC=CC=C3.C(C(=O)O)C(CC(=O)O)(C(=O)O)O. Drug 2: C1CN(CCN1C(=O)CCBr)C(=O)CCBr. Cell line: SF-268. Synergy scores: CSS=7.57, Synergy_ZIP=-5.46, Synergy_Bliss=0.919, Synergy_Loewe=-10.5, Synergy_HSA=-2.01. (3) Drug 1: C1=CC(=C2C(=C1NCCNCCO)C(=O)C3=C(C=CC(=C3C2=O)O)O)NCCNCCO. Drug 2: C(=O)(N)NO. Cell line: SK-MEL-2. Synergy scores: CSS=45.1, Synergy_ZIP=3.68, Synergy_Bliss=5.87, Synergy_Loewe=-59.4, Synergy_HSA=3.69.